Dataset: Reaction yield outcomes from USPTO patents with 853,638 reactions. Task: Predict the reaction yield, written as a fraction of the theoretical maximum amount of product (1.0 means a 100% yield; for example, 0.34 means a 34% yield). (1) The reactants are Br[C:2]1[CH:3]=[C:4]([C:8]2([CH2:12][NH:13][C:14](=[O:20])[O:15][C:16]([CH3:19])([CH3:18])[CH3:17])[CH2:11][O:10][CH2:9]2)[CH:5]=[CH:6][CH:7]=1.[B:21]1([B:21]2[O:25][C:24]([CH3:27])([CH3:26])[C:23]([CH3:29])([CH3:28])[O:22]2)[O:25][C:24]([CH3:27])([CH3:26])[C:23]([CH3:29])([CH3:28])[O:22]1.CC([O-])=O.[K+].C(Cl)Cl. The catalyst is O1CCOCC1.C(OCC)(=O)C. The product is [CH3:28][C:23]1([CH3:29])[C:24]([CH3:27])([CH3:26])[O:25][B:21]([C:2]2[CH:3]=[C:4]([C:8]3([CH2:12][NH:13][C:14](=[O:20])[O:15][C:16]([CH3:19])([CH3:18])[CH3:17])[CH2:11][O:10][CH2:9]3)[CH:5]=[CH:6][CH:7]=2)[O:22]1. The yield is 0.770. (2) The reactants are [Br:1][C:2]1[CH:3]=[N:4][N:5]([CH3:9])[C:6]=1[CH:7]=[O:8].[BH4-].[Na+]. The catalyst is CO. The product is [Br:1][C:2]1[CH:3]=[N:4][N:5]([CH3:9])[C:6]=1[CH2:7][OH:8]. The yield is 0.900. (3) The reactants are [N+:1]([C:4]1[CH:11]=[CH:10][C:7]([CH2:8]O)=[CH:6][C:5]=1[O:12][CH3:13])([O-:3])=[O:2].C1(P(C2C=CC=CC=2)C2C=CC=CC=2)C=CC=CC=1.[C:33]1(=[O:43])[NH:37][C:36](=[O:38])[C:35]2=[CH:39][CH:40]=[CH:41][CH:42]=[C:34]12. The catalyst is C1COCC1. The product is [CH3:13][O:12][C:5]1[CH:6]=[C:7]([CH:10]=[CH:11][C:4]=1[N+:1]([O-:3])=[O:2])[CH2:8][N:37]1[C:33](=[O:43])[C:34]2[C:35](=[CH:39][CH:40]=[CH:41][CH:42]=2)[C:36]1=[O:38]. The yield is 0.810. (4) The reactants are C[O:2][C:3](=[O:31])[C:4]1[CH:9]=[CH:8][C:7]([O:10][CH:11]([CH2:14][C:15]2[CH:20]=[CH:19][C:18]([C:21]3[CH:26]=[CH:25][C:24]([C:27]([F:30])([F:29])[F:28])=[CH:23][CH:22]=3)=[CH:17][CH:16]=2)[CH2:12][CH3:13])=[CH:6][CH:5]=1.[OH-].[Na+].Cl. The catalyst is C(O)C. The product is [F:28][C:27]([F:29])([F:30])[C:24]1[CH:23]=[CH:22][C:21]([C:18]2[CH:17]=[CH:16][C:15]([CH2:14][CH:11]([O:10][C:7]3[CH:6]=[CH:5][C:4]([C:3]([OH:31])=[O:2])=[CH:9][CH:8]=3)[CH2:12][CH3:13])=[CH:20][CH:19]=2)=[CH:26][CH:25]=1. The yield is 0.890. (5) The reactants are [CH3:1][O:2][C:3]([C:5]1[CH:10]=[C:9](Cl)[CH:8]=[CH:7][N:6]=1)=[O:4].[F:12][C:13]1[CH:18]=[C:17]([N+:19]([O-:21])=[O:20])[CH:16]=[CH:15][C:14]=1[OH:22].CO. The catalyst is ClC1C=CC=CC=1. The product is [CH3:1][O:2][C:3]([C:5]1[CH:10]=[C:9]([O:22][C:14]2[CH:15]=[CH:16][C:17]([N+:19]([O-:21])=[O:20])=[CH:18][C:13]=2[F:12])[CH:8]=[CH:7][N:6]=1)=[O:4]. The yield is 0.400. (6) The reactants are C[N:2](C)/[CH:3]=[CH:4]/[C:5]([C:7]1[CH:8]=[C:9]([CH:12]=[CH:13][CH:14]=1)[C:10]#[N:11])=O.C(O)C.[NH2:19]N. No catalyst specified. The product is [NH:2]1[CH:3]=[CH:4][C:5]([C:7]2[CH:8]=[C:9]([CH:12]=[CH:13][CH:14]=2)[C:10]#[N:11])=[N:19]1. The yield is 0.840. (7) The reactants are [Br:1][C:2]1[N:3]=[C:4]([C:26]2([CH3:29])[CH2:28][CH2:27]2)[N:5](COCC[Si](C)(C)C)[C:6]=1[C:7]1[CH:12]=[CH:11][N:10]=[C:9]([NH:13][CH2:14][CH2:15][C:16]#[N:17])[N:8]=1.CC(O)C.CC1C=CC(S([O-])(=O)=O)=CC=1.C1C=C[NH+]=CC=1.C([O-])(O)=O.[Na+]. The catalyst is O.N1C=CC=CC=1. The product is [Br:1][C:2]1[N:3]=[C:4]([C:26]2([CH3:29])[CH2:27][CH2:28]2)[NH:5][C:6]=1[C:7]1[CH:12]=[CH:11][N:10]=[C:9]([NH:13][CH2:14][CH2:15][C:16]#[N:17])[N:8]=1. The yield is 0.950. (8) The reactants are [F:1][C:2]([F:38])([F:37])[C:3]1[CH:4]=[C:5]([C@H:13]2[O:17][C:16](=[O:18])[N:15]([CH2:19][C:20]3[C:21]([N:27]([CH:30]4[CH2:35][CH2:34][CH2:33][CH2:32][CH2:31]4)[CH2:28][CH3:29])=[N:22][CH:23]=[C:24]([OH:26])[CH:25]=3)[C@H:14]2[CH3:36])[CH:6]=[C:7]([C:9]([F:12])([F:11])[F:10])[CH:8]=1.[CH3:39][S:40](Cl)(=[O:42])=[O:41]. No catalyst specified. The product is [CH3:39][S:40]([O:26][C:24]1[CH:23]=[N:22][C:21]([N:27]([CH:30]2[CH2:35][CH2:34][CH2:33][CH2:32][CH2:31]2)[CH2:28][CH3:29])=[C:20]([CH2:19][N:15]2[C@@H:14]([CH3:36])[C@@H:13]([C:5]3[CH:6]=[C:7]([C:9]([F:10])([F:11])[F:12])[CH:8]=[C:3]([C:2]([F:1])([F:37])[F:38])[CH:4]=3)[O:17][C:16]2=[O:18])[CH:25]=1)(=[O:42])=[O:41]. The yield is 0.120.